From a dataset of Catalyst prediction with 721,799 reactions and 888 catalyst types from USPTO. Predict which catalyst facilitates the given reaction. (1) Reactant: [Cl:1][C:2]1[CH:17]=[CH:16][C:15]([Cl:18])=[CH:14][C:3]=1[CH2:4][NH:5][C:6]1[C:11]([NH2:12])=[CH:10][N:9]=[C:8]([Cl:13])[N:7]=1.C1C[O:22][CH2:21]C1.C(N1C=CN=C1)(N1C=CN=C1)=O. Product: [Cl:1][C:2]1[CH:17]=[CH:16][C:15]([Cl:18])=[CH:14][C:3]=1[CH2:4][N:5]1[C:21](=[O:22])[NH:12][C:11]2[C:6]1=[N:7][C:8]([Cl:13])=[N:9][CH:10]=2. The catalyst class is: 6. (2) Reactant: [CH3:1][O:2][C:3]1[CH:4]=[C:5]([CH:9]=[CH:10][C:11]=1[C:12]1[CH:17]=[CH:16][CH:15]=[CH:14][N:13]=1)[C:6]([OH:8])=O.[NH2:18][C:19]1[CH:24]=[C:23]([Cl:25])[CH:22]=[CH:21][C:20]=1O. Product: [Cl:25][C:23]1[CH:22]=[CH:21][C:20]2[O:8][C:6]([C:5]3[CH:9]=[CH:10][C:11]([C:12]4[CH:17]=[CH:16][CH:15]=[CH:14][N:13]=4)=[C:3]([O:2][CH3:1])[CH:4]=3)=[N:18][C:19]=2[CH:24]=1. The catalyst class is: 6. (3) Reactant: [N:1]1[CH:6]=[CH:5][C:4]([NH2:7])=[CH:3][CH:2]=1.C(N(C(C)C)C(C)C)C.[C:17](Cl)(=[O:25])[O:18][C:19]1[CH:24]=[CH:23][CH:22]=[CH:21][CH:20]=1. Product: [N:1]1[CH:6]=[CH:5][C:4]([NH:7][C:17](=[O:25])[O:18][C:19]2[CH:24]=[CH:23][CH:22]=[CH:21][CH:20]=2)=[CH:3][CH:2]=1. The catalyst class is: 4.